From a dataset of Reaction yield outcomes from USPTO patents with 853,638 reactions. Predict the reaction yield, written as a fraction of the theoretical maximum amount of product (1.0 means a 100% yield; for example, 0.34 means a 34% yield). (1) The reactants are CC(C[AlH]CC(C)C)C.[CH3:10][O:11][C@@H:12]1[O:17][C@@H:16]([CH2:18][CH2:19]/[CH:20]=[CH:21]\[C@@H:22]([C@@H:24]2[C@@H:29]([CH3:30])[CH2:28][O:27][CH:26]([C:31]3[CH:36]=[CH:35][C:34]([O:37][CH3:38])=[CH:33][CH:32]=3)[O:25]2)[CH3:23])[C@H:15]([CH3:39])[C@H:14]([O:40][CH2:41][O:42][CH3:43])[C@H:13]1[CH3:44].CC(OI1(OC(C)=O)(OC(C)=O)OC(=O)C2C=CC=CC1=2)=O. The catalyst is C(Cl)Cl. The product is [CH3:38][O:37][C:34]1[CH:33]=[CH:32][C:31]([CH2:26][O:25][C@@H:24]([C@@H:22]([CH3:23])/[CH:21]=[CH:20]\[CH2:19][CH2:18][C@H:16]2[C@H:15]([CH3:39])[C@H:14]([O:40][CH2:41][O:42][CH3:43])[C@@H:13]([CH3:44])[C@H:12]([O:11][CH3:10])[O:17]2)[C@@H:29]([CH3:30])[CH:28]=[O:27])=[CH:36][CH:35]=1. The yield is 0.810. (2) The catalyst is C1COCC1. The reactants are [H-].[Na+].[Br:3][C:4]1[CH:9]=[CH:8][C:7]([CH2:10][C:11]#N)=[C:6]([Cl:13])[CH:5]=1.[CH3:14]I.C[N:17]([CH:19]=O)C. The yield is 0.870. The product is [Br:3][C:4]1[CH:9]=[CH:8][C:7]([C:10]([CH3:14])([CH3:11])[C:19]#[N:17])=[C:6]([Cl:13])[CH:5]=1. (3) The catalyst is CC(N(C)C)=O. The yield is 0.890. The product is [CH:6]([C:5]1[CH:8]=[CH:9][C:2]([O:1][C:12]2[CH:19]=[CH:18][C:15]([C:16]#[N:17])=[CH:14][N:13]=2)=[C:3]([CH3:10])[CH:4]=1)=[O:7]. The reactants are [OH:1][C:2]1[CH:9]=[CH:8][C:5]([CH:6]=[O:7])=[CH:4][C:3]=1[CH3:10].Cl[C:12]1[CH:19]=[CH:18][C:15]([C:16]#[N:17])=[CH:14][N:13]=1.C(=O)([O-])[O-].[K+].[K+].O. (4) The catalyst is O. The product is [CH3:9][O:8][C:5]1[CH:4]=[CH:3][C:2]([C:1]([OH:11])=[O:10])=[CH:7][C:6]=1[S:13]([N:17]1[CH2:22][CH2:21][O:20][CH2:19][CH2:18]1)(=[O:16])=[O:14]. The yield is 0.690. The reactants are [C:1]([OH:11])(=[O:10])[C:2]1[CH:7]=[CH:6][C:5]([O:8][CH3:9])=[CH:4][CH:3]=1.Cl[S:13]([OH:16])(=O)=[O:14].[NH:17]1[CH2:22][CH2:21][O:20][CH2:19][CH2:18]1. (5) The product is [O:1]1[C:5]2[CH:6]=[CH:7][C:8]([C:10]3([C:13]([NH:31][C:26]4[CH:27]=[CH:28][CH:29]=[CH:30][N:25]=4)=[O:15])[CH2:11][CH2:12]3)=[CH:9][C:4]=2[O:3][CH2:2]1. The reactants are [O:1]1[C:5]2[CH:6]=[CH:7][C:8]([C:10]3([C:13]([OH:15])=O)[CH2:12][CH2:11]3)=[CH:9][C:4]=2[O:3][CH2:2]1.S(Cl)(Cl)=O.CN(C)C=O.[N:25]1[CH:30]=[CH:29][CH:28]=[CH:27][C:26]=1[NH2:31]. The catalyst is N1C=CC=CC=1. The yield is 0.100. (6) The reactants are OC1CCN(CC2C=CC=CC=2)CC1.C([N:22]1[CH2:27][CH2:26][CH:25]([O:28][C:29](=[O:43])[NH:30][C:31]2[CH:36]=[CH:35][CH:34]=[CH:33][C:32]=2[C:37]2[CH:42]=[CH:41][CH:40]=[CH:39][CH:38]=2)[CH2:24][CH2:23]1)C1C=CC=CC=1.Cl.C([O-])=O.[NH4+]. The catalyst is C(O)C. The product is [NH:22]1[CH2:23][CH2:24][CH:25]([O:28][C:29](=[O:43])[NH:30][C:31]2[CH:36]=[CH:35][CH:34]=[CH:33][C:32]=2[C:37]2[CH:42]=[CH:41][CH:40]=[CH:39][CH:38]=2)[CH2:26][CH2:27]1. The yield is 1.00. (7) The reactants are [Br:1][C:2]1[CH:7]=[CH:6][CH:5]=[C:4]([N:8]([CH3:10])[NH2:9])[N:3]=1.O=[C:12]1[CH2:18][CH:17]2[N:19]([C:20]([O:22][CH:23]([Cl:25])[CH3:24])=[O:21])[CH:14]([CH2:15][CH2:16]2)[CH2:13]1.C1(C)C=CC(S(O)(=O)=O)=CC=1.O. The catalyst is C1(C)C=CC=CC=1. The product is [Br:1][C:2]1[N:3]=[C:4]([N:8]([CH3:10])[N:9]=[C:12]2[CH2:13][CH:14]3[N:19]([C:20]([O:22][CH:23]([Cl:25])[CH3:24])=[O:21])[CH:17]([CH2:16][CH2:15]3)[CH2:18]2)[CH:5]=[CH:6][CH:7]=1. The yield is 0.280.